Dataset: Full USPTO retrosynthesis dataset with 1.9M reactions from patents (1976-2016). Task: Predict the reactants needed to synthesize the given product. (1) Given the product [CH3:1][C:2]1([CH3:22])[C:7]2[NH:8][C:9]3[CH:15]=[CH:14][C:13]([O:16][C:17]([F:19])([F:20])[F:18])=[CH:12][C:10]=3[S:11](=[O:24])[C:6]=2[C:5](=[O:21])[NH:4][CH2:3]1, predict the reactants needed to synthesize it. The reactants are: [CH3:1][C:2]1([CH3:22])[C:7]2[NH:8][C:9]3[CH:15]=[CH:14][C:13]([O:16][C:17]([F:20])([F:19])[F:18])=[CH:12][C:10]=3[S:11][C:6]=2[C:5](=[O:21])[NH:4][CH2:3]1.P([O-])([O-])([O-])=[O:24]. (2) Given the product [Br:4][C:5]1[C:6]([N:12]([CH:21]2[CH2:25][CH2:24][CH2:23][CH2:22]2)[NH:13][C:14]([O:16][C:17]([CH3:20])([CH3:19])[CH3:18])=[O:15])=[N:7][C:8]([C:27]#[N:28])=[N:9][CH:10]=1, predict the reactants needed to synthesize it. The reactants are: [C-]#N.[K+].[Br:4][C:5]1[C:6]([N:12]([CH:21]2[CH2:25][CH2:24][CH2:23][CH2:22]2)[NH:13][C:14]([O:16][C:17]([CH3:20])([CH3:19])[CH3:18])=[O:15])=[N:7][C:8](Cl)=[N:9][CH:10]=1.C1N2CC[N:28](CC2)[CH2:27]1. (3) Given the product [CH3:16][C:3]1[C:2]([C:20]2[CH:21]=[CH:22][CH:23]=[CH:24][C:19]=2[C:18]([F:29])([F:28])[F:17])=[N:7][N:6]2[C:8]([C:11]([O:13][CH2:14][CH3:15])=[O:12])=[CH:9][N:10]=[C:5]2[CH:4]=1, predict the reactants needed to synthesize it. The reactants are: Cl[C:2]1[C:3]([CH3:16])=[CH:4][C:5]2[N:6]([C:8]([C:11]([O:13][CH2:14][CH3:15])=[O:12])=[CH:9][N:10]=2)[N:7]=1.[F:17][C:18]([F:29])([F:28])[C:19]1[CH:24]=[CH:23][CH:22]=[CH:21][C:20]=1B(O)O.[O-]P([O-])([O-])=O.[K+].[K+].[K+].CC(C1C=C(C(C)C)C(C2C=CC=CC=2P(C2CCCCC2)C2CCCCC2)=C(C(C)C)C=1)C. (4) Given the product [F:17][C:18]1[CH:23]=[C:22]([F:24])[CH:21]=[C:20]([F:25])[C:19]=1[S:26]([NH:14][CH:3]([CH2:4][C:5]1[C:13]2[C:8](=[CH:9][CH:10]=[CH:11][CH:12]=2)[NH:7][CH:6]=1)[C:2]([F:1])([F:15])[F:16])(=[O:28])=[O:27], predict the reactants needed to synthesize it. The reactants are: [F:1][C:2]([F:16])([F:15])[CH:3]([NH2:14])[CH2:4][C:5]1[C:13]2[C:8](=[CH:9][CH:10]=[CH:11][CH:12]=2)[NH:7][CH:6]=1.[F:17][C:18]1[CH:23]=[C:22]([F:24])[CH:21]=[C:20]([F:25])[C:19]=1[S:26](Cl)(=[O:28])=[O:27]. (5) Given the product [Br:1][C:2]1[CH:3]=[CH:4][C:5]([F:30])=[C:6]([C@:8]2([CH3:21])[CH2:9][N:10]3[CH:14]=[C:13]([C:15]([F:17])([F:18])[F:16])[N:12]=[C:11]3[C:19]([NH2:20])=[N:22]2)[CH:7]=1, predict the reactants needed to synthesize it. The reactants are: [Br:1][C:2]1[CH:3]=[CH:4][C:5]([F:30])=[C:6]([C@:8]([NH:22]C(=O)OC(C)(C)C)([CH3:21])[CH2:9][N:10]2[CH:14]=[C:13]([C:15]([F:18])([F:17])[F:16])[N:12]=[C:11]2[C:19]#[N:20])[CH:7]=1. (6) Given the product [NH:8]1[CH2:12][CH2:11][C@@H:10]([C:13]2[NH:17][C:16](=[O:18])[O:15][N:14]=2)[CH2:9]1, predict the reactants needed to synthesize it. The reactants are: C(OC([N:8]1[CH2:12][CH2:11][C@@H:10]([C:13]2[NH:17][C:16](=[O:18])[O:15][N:14]=2)[CH2:9]1)=O)(C)(C)C.C(Cl)Cl.C1(S)C=CC=CC=1. (7) Given the product [Cl:30][C:31]1[S:35][C:34]([CH2:36][CH2:37][S:38]([NH:2][C@H:3]2[CH2:7][CH2:6][N:5]([C@@H:8]([CH2:9][C:10]#[N:11])[C:12]([N:14]3[CH2:15][CH2:16][O:17][CH2:18][CH2:19]3)=[O:13])[C:4]2=[O:20])(=[O:40])=[O:39])=[CH:33][CH:32]=1, predict the reactants needed to synthesize it. The reactants are: Cl.[NH2:2][C@H:3]1[CH2:7][CH2:6][N:5]([C@H:8]([C:12]([N:14]2[CH2:19][CH2:18][O:17][CH2:16][CH2:15]2)=[O:13])[CH2:9][C:10]#[N:11])[C:4]1=[O:20].CCN(C(C)C)C(C)C.[Cl:30][C:31]1[S:35][C:34]([CH2:36][CH2:37][S:38](Cl)(=[O:40])=[O:39])=[CH:33][CH:32]=1.C(OCC)(=O)C.C1CCCCC1.